Dataset: Forward reaction prediction with 1.9M reactions from USPTO patents (1976-2016). Task: Predict the product of the given reaction. (1) Given the reactants [Li+].[OH-].C([O:6][C:7]1[CH:19]=[C:18]([CH2:20][N:21]2[C:25]3[CH:26]=[CH:27][C:28]([O:30]C(=O)C)=[CH:29][C:24]=3[O:23][C:22]2=[O:34])[CH:17]=[CH:16][C:8]=1[O:9][CH2:10][C:11]([O:13]CC)=[O:12])(=O)C, predict the reaction product. The product is: [OH:6][C:7]1[CH:19]=[C:18]([CH2:20][N:21]2[C:25]3[CH:26]=[CH:27][C:28]([OH:30])=[CH:29][C:24]=3[O:23][C:22]2=[O:34])[CH:17]=[CH:16][C:8]=1[O:9][CH2:10][C:11]([OH:13])=[O:12]. (2) Given the reactants COC1C=C2C(=CC=1)CC(C1C=CC=CC=1N)C(C)(C)C2.Cl.[N:23]1([CH2:30][CH2:31][O:32][C:33]2[CH:41]=[CH:40][C:36]([C:37](O)=O)=[CH:35][CH:34]=2)[CH2:29][CH2:28][CH2:27][CH2:26][CH2:25][CH2:24]1.N1(CCOC2C=C[C:55]([CH2:56][NH:57][C:58]3[CH:63]=[CH:62][CH:61]=[CH:60][C:59]=3[CH:64]3[C:73]([CH3:75])([CH3:74])[CH2:72][C:71]4[C:66](=[CH:67][CH:68]=[C:69]([O:76][CH3:77])[CH:70]=4)[CH2:65]3)=CC=2)CCCCCC1, predict the reaction product. The product is: [N:23]1([CH2:30][CH2:31][O:32][C:33]2[CH:41]=[CH:40][C:36]([CH2:37][N:57]([CH2:56][CH3:55])[C:58]3[CH:63]=[CH:62][CH:61]=[CH:60][C:59]=3[CH:64]3[C:73]([CH3:74])([CH3:75])[CH2:72][C:71]4[C:66](=[CH:67][CH:68]=[C:69]([O:76][CH3:77])[CH:70]=4)[CH2:65]3)=[CH:35][CH:34]=2)[CH2:29][CH2:28][CH2:27][CH2:26][CH2:25][CH2:24]1. (3) Given the reactants [C:1]([C:5]1[CH:6]=[C:7]2[C:11](=[CH:12][CH:13]=1)[C@H:10]([NH:14][C:15]([NH:17][C:18]1[CH:26]=[CH:25][CH:24]=[C:23]3[C:19]=1[CH:20]=[N:21][N:22]3[C:27]([O:29][CH2:30][CH2:31][NH:32]C(OCC1C=CC=CC=1)=O)=[O:28])=[O:16])[CH2:9][CH2:8]2)([CH3:4])([CH3:3])[CH3:2].[ClH:43].[H][H], predict the reaction product. The product is: [ClH:43].[C:1]([C:5]1[CH:6]=[C:7]2[C:11](=[CH:12][CH:13]=1)[C@H:10]([NH:14][C:15]([NH:17][C:18]1[CH:26]=[CH:25][CH:24]=[C:23]3[C:19]=1[CH:20]=[N:21][N:22]3[C:27]([O:29][CH2:30][CH2:31][NH2:32])=[O:28])=[O:16])[CH2:9][CH2:8]2)([CH3:4])([CH3:2])[CH3:3]. (4) Given the reactants [CH:1]1[CH:6]=[C:5]2[C:7]([C:9]([OH:13])(O)[C:10](=[O:11])[C:4]2=[CH:3][CH:2]=1)=[O:8].[C:14]1([C:20]2[CH:21]=[C:22](O)[CH:23]=[CH:24][CH:25]=2)[CH:19]=[CH:18][CH:17]=[CH:16][CH:15]=1.C(O)(=[O:29])C, predict the reaction product. The product is: [OH:29][C:10]12[C:4]3[C:5](=[CH:6][CH:1]=[CH:2][CH:3]=3)[C:7](=[O:8])[C:9]1([OH:13])[C:22]1[CH:23]=[CH:24][CH:25]=[C:20]([C:14]3[CH:15]=[CH:16][CH:17]=[CH:18][CH:19]=3)[C:21]=1[O:11]2. (5) Given the reactants [P:1](Cl)(Cl)(=[O:9])[O:2][C:3]1[CH:8]=[CH:7][CH:6]=[CH:5][CH:4]=1.[ClH:12].[NH2:13][C@@H:14]([CH3:22])[C:15]([O:17][CH2:18][CH2:19][CH2:20][CH3:21])=[O:16].C(N(CC)C(C)C)(C)C, predict the reaction product. The product is: [Cl:12][C:4]1[CH:5]=[CH:6][CH:7]=[CH:8][C:3]=1[O:2][P:1](=[N:13][C@@H:14]([CH3:22])[C:15]([O:17][CH2:18][CH2:19][CH2:20][CH3:21])=[O:16])=[O:9]. (6) Given the reactants [NH2:1][CH2:2][CH2:3][CH2:4][CH2:5][N:6]1[C:18]2[C:17]3[CH:16]=[CH:15][CH:14]=[CH:13][C:12]=3[N:11]=[C:10]([NH2:19])[C:9]=2[N:8]=[CH:7]1.[CH2:20]([CH:22]([CH2:26][CH2:27][CH2:28][CH3:29])[C:23](Cl)=[O:24])[CH3:21], predict the reaction product. The product is: [NH2:19][C:10]1[C:9]2[N:8]=[CH:7][N:6]([CH2:5][CH2:4][CH2:3][CH2:2][NH:1][C:23](=[O:24])[CH:22]([CH2:20][CH3:21])[CH2:26][CH2:27][CH2:28][CH3:29])[C:18]=2[C:17]2[CH:16]=[CH:15][CH:14]=[CH:13][C:12]=2[N:11]=1. (7) The product is: [NH2:1][C:2]1[CH:9]=[C:8]([F:10])[C:5](/[CH:6]=[CH:17]/[C:12]([O:14][CH2:15][CH3:16])=[O:13])=[C:4]([F:11])[CH:3]=1. Given the reactants [NH2:1][C:2]1[CH:9]=[C:8]([F:10])[C:5]([CH:6]=O)=[C:4]([F:11])[CH:3]=1.[C:12]([CH:17]=P(C1C=CC=CC=1)(C1C=CC=CC=1)C1C=CC=CC=1)([O:14][CH2:15][CH3:16])=[O:13], predict the reaction product.